From a dataset of Catalyst prediction with 721,799 reactions and 888 catalyst types from USPTO. Predict which catalyst facilitates the given reaction. (1) Reactant: [C:1]([O:5][C:6](=[O:38])[NH:7][C:8]1([C:12]2[CH:17]=[CH:16][C:15]([C:18]3[C:27](=[O:28])[C:26]4[C:21](=[C:22]([NH:30][CH3:31])[C:23]([NH2:29])=[CH:24][CH:25]=4)[O:20][C:19]=3[C:32]3[CH:37]=[CH:36][CH:35]=[CH:34][CH:33]=3)=[CH:14][CH:13]=2)[CH2:11][CH2:10][CH2:9]1)([CH3:4])([CH3:3])[CH3:2].[CH3:39]OC(OC)OC.II. Product: [C:1]([O:5][C:6](=[O:38])[NH:7][C:8]1([C:12]2[CH:13]=[CH:14][C:15]([C:18]3[C:27](=[O:28])[C:26]4[CH:25]=[CH:24][C:23]5[N:29]=[CH:31][N:30]([CH3:39])[C:22]=5[C:21]=4[O:20][C:19]=3[C:32]3[CH:37]=[CH:36][CH:35]=[CH:34][CH:33]=3)=[CH:16][CH:17]=2)[CH2:9][CH2:10][CH2:11]1)([CH3:4])([CH3:2])[CH3:3]. The catalyst class is: 10. (2) Reactant: [CH3:1][O:2][C:3]1[C:4]([CH2:17][CH2:18][C:19]#[N:20])=[CH:5][C:6]2[C:11]([CH:12]=1)=[CH:10][CH:9]=[C:8]([O:13][CH3:14])[C:7]=2[O:15][CH3:16].[Na].[CH3:22][C:23]([O:26][C:27](O[C:27]([O:26][C:23]([CH3:25])([CH3:24])[CH3:22])=[O:28])=[O:28])([CH3:25])[CH3:24].CCN(CC)CC. Product: [C:23]([O:26][C:27](=[O:28])[NH:20][CH2:19][CH2:18][CH2:17][C:4]1[CH2:5][C:6]2[C:11]([CH2:12][C:3]=1[O:2][CH3:1])=[CH:10][CH:9]=[C:8]([O:13][CH3:14])[C:7]=2[O:15][CH3:16])([CH3:25])([CH3:24])[CH3:22]. The catalyst class is: 301.